The task is: Predict the reactants needed to synthesize the given product.. This data is from Retrosynthesis with 50K atom-mapped reactions and 10 reaction types from USPTO. Given the product COC(=O)[C@@H](Cc1cc2ccnc(NC(c3ccccc3)(c3ccccc3)c3ccccc3)c2cc1OC(F)(F)F)N1CC[C@H](NC(=O)OC(C)(C)C)C1=O, predict the reactants needed to synthesize it. The reactants are: COC(=O)/C(=C\c1cc2ccnc(NC(c3ccccc3)(c3ccccc3)c3ccccc3)c2cc1OC(F)(F)F)N1CC[C@H](NC(=O)OC(C)(C)C)C1=O.